Task: Predict the reactants needed to synthesize the given product.. Dataset: Full USPTO retrosynthesis dataset with 1.9M reactions from patents (1976-2016) The reactants are: [CH:1]12[CH2:10]C3CC(CC(C3)[CH:2]1OCC1C(Cl)=CC(C(NS(C)(=O)=O)=O)=C(F)C=1)C2.Cl[C:29]1[C:30]([O:43][CH2:44][CH:45]2[CH2:50][CH2:49][C:48]([F:52])([F:51])[CH2:47][CH2:46]2)=[CH:31][C:32]([F:42])=[C:33]([CH:41]=1)[C:34]([NH:36][S:37]([CH3:40])(=[O:39])=[O:38])=[O:35]. Given the product [CH:10]1([C:29]2[C:30]([O:43][CH2:44][CH:45]3[CH2:50][CH2:49][C:48]([F:52])([F:51])[CH2:47][CH2:46]3)=[CH:31][C:32]([F:42])=[C:33]([CH:41]=2)[C:34]([NH:36][S:37]([CH3:40])(=[O:39])=[O:38])=[O:35])[CH2:1][CH2:2]1, predict the reactants needed to synthesize it.